From a dataset of Catalyst prediction with 721,799 reactions and 888 catalyst types from USPTO. Predict which catalyst facilitates the given reaction. (1) Reactant: [C:1]([C:3]1[CH:8]=[CH:7][C:6]([C@@H:9]2[C:14]([C:15]#[N:16])=[C:13]([CH3:17])[N:12]([C:18]3[CH:23]=[CH:22][CH:21]=[C:20]([C:24]([F:27])([F:26])[F:25])[CH:19]=3)[C:11](=[O:28])[NH:10]2)=[C:5]([S:29]([CH3:32])(=[O:31])=[O:30])[CH:4]=1)#[N:2].[C:33]([C:35]1[CH:40]=[CH:39][C:38](B(O)O)=[CH:37][CH:36]=1)#[N:34].N1C=CC=CC=1.C(N(CC)CC)C. The catalyst class is: 221. Product: [C:1]([C:3]1[CH:8]=[CH:7][C:6]([C@@H:9]2[C:14]([C:15]#[N:16])=[C:13]([CH3:17])[N:12]([C:18]3[CH:23]=[CH:22][CH:21]=[C:20]([C:24]([F:27])([F:26])[F:25])[CH:19]=3)[C:11](=[O:28])[N:10]2[C:38]2[CH:39]=[CH:40][C:35]([C:33]#[N:34])=[CH:36][CH:37]=2)=[C:5]([S:29]([CH3:32])(=[O:31])=[O:30])[CH:4]=1)#[N:2]. (2) Reactant: [CH2:1]([O:8][C:9]1[CH:16]=[CH:15][C:12]([C:13]#[N:14])=[C:11]([O:17][CH3:18])[CH:10]=1)[C:2]1[CH:7]=[CH:6][CH:5]=[CH:4][CH:3]=1.[N-:19]=[N+:20]=[N-:21].[Na+].Cl.C(N(CC)CC)C.O. Product: [CH2:1]([O:8][C:9]1[CH:16]=[CH:15][C:12]([C:13]2[N:19]=[N:20][NH:21][N:14]=2)=[C:11]([O:17][CH3:18])[CH:10]=1)[C:2]1[CH:3]=[CH:4][CH:5]=[CH:6][CH:7]=1. The catalyst class is: 11. (3) Reactant: C([Si](C)(C)[O:6][CH2:7][CH2:8][N:9]1[CH:13]=[CH:12][C:11]([NH:14][C:15](=[O:34])[CH:16]([C:23]2[CH:28]=[CH:27][C:26]([S:29]([CH3:32])(=[O:31])=[O:30])=[C:25]([Cl:33])[CH:24]=2)[CH2:17][CH:18]2[CH2:22][CH2:21][O:20][CH2:19]2)=[N:10]1)(C)(C)C. Product: [Cl:33][C:25]1[CH:24]=[C:23]([CH:16]([CH2:17][CH:18]2[CH2:22][CH2:21][O:20][CH2:19]2)[C:15]([NH:14][C:11]2[CH:12]=[CH:13][N:9]([CH2:8][CH2:7][OH:6])[N:10]=2)=[O:34])[CH:28]=[CH:27][C:26]=1[S:29]([CH3:32])(=[O:30])=[O:31]. The catalyst class is: 502.